Dataset: Full USPTO retrosynthesis dataset with 1.9M reactions from patents (1976-2016). Task: Predict the reactants needed to synthesize the given product. (1) Given the product [C:13]([CH:4]1[CH:5]=[CH:6][C:7]2[C:12](=[CH:11][CH:10]=[CH:9][CH:8]=2)[C:3]1([O:2][CH3:1])[CH:15]=[O:18])#[CH:23], predict the reactants needed to synthesize it. The reactants are: [CH3:1][O:2][C:3]1[C:12]2[C:7](=[CH:8][CH:9]=[CH:10][CH:11]=2)[CH:6]=[CH:5][C:4]=1[CH:13]=O.[C:15](=[O:18])([O-])[O-].[K+].[K+].[N+](=[C:23](P(=O)(OC)OC)C(=O)C)=[N-]. (2) Given the product [F:17][C:18]1[N:23]=[CH:22][C:21]([NH:24][C:13]([C@:9]2([CH3:16])[CH2:10][CH2:11][CH2:12][NH:8]2)=[O:15])=[CH:20][CH:19]=1, predict the reactants needed to synthesize it. The reactants are: C(OC([N:8]1[CH2:12][CH2:11][CH2:10][C@@:9]1([CH3:16])[C:13]([OH:15])=O)=O)(C)(C)C.[F:17][C:18]1[N:23]=[CH:22][C:21]([NH2:24])=[CH:20][CH:19]=1.ON1C2C=CC=CC=2N=N1.CN(C)CCCN=C=NCC.C(N(C(C)C)CC)(C)C.